This data is from Forward reaction prediction with 1.9M reactions from USPTO patents (1976-2016). The task is: Predict the product of the given reaction. (1) Given the reactants [Mg].Br[C:3]1[CH:8]=[CH:7][C:6]([CH:9]2[CH2:11][CH2:10]2)=[CH:5][CH:4]=1.[N+:12]([C:15]1[CH:22]=[CH:21][C:20]([O:23][CH2:24][C:25]#[CH:26])=[CH:19][C:16]=1[CH:17]=[O:18])([O-:14])=[O:13].[Cl-].[NH4+], predict the reaction product. The product is: [N+:12]([C:15]1[CH:22]=[CH:21][C:20]([O:23][CH2:24][C:25]#[CH:26])=[CH:19][C:16]=1[CH:17]([C:3]1[CH:8]=[CH:7][C:6]([CH:9]2[CH2:11][CH2:10]2)=[CH:5][CH:4]=1)[OH:18])([O-:14])=[O:13]. (2) Given the reactants C([O:4][C:5]1[CH:6]=[C:7]([CH:11]=[CH:12][CH:13]=1)[C:8]([OH:10])=O)(=O)C.S(Cl)(Cl)=O.[Cl:18][C:19]1[CH:25]=[CH:24][C:22]([NH2:23])=[CH:21][C:20]=1[C:26]([F:29])([F:28])[F:27].C(N(CC)C(C)C)(C)C, predict the reaction product. The product is: [Cl:18][C:19]1[CH:25]=[CH:24][C:22]([NH:23][C:8](=[O:10])[C:7]2[CH:11]=[CH:12][CH:13]=[C:5]([OH:4])[CH:6]=2)=[CH:21][C:20]=1[C:26]([F:27])([F:28])[F:29]. (3) Given the reactants C[O:2][C:3](=[O:39])[C:4]1[CH:9]=[CH:8][C:7]([CH:10]([NH:23][C:24]([NH:26][C:27]2[CH:32]=[C:31]([C:33]([F:36])([F:35])[F:34])[CH:30]=[C:29]([O:37][CH3:38])[CH:28]=2)=[O:25])[C:11]2[CH:16]=[CH:15][CH:14]=[CH:13][C:12]=2[CH:17]2[CH2:22][CH2:21][CH2:20][CH2:19][CH2:18]2)=[CH:6][CH:5]=1.[OH-].[Na+].C(OCC)(=O)C, predict the reaction product. The product is: [CH:17]1([C:12]2[CH:13]=[CH:14][CH:15]=[CH:16][C:11]=2[CH:10]([NH:23][C:24]([NH:26][C:27]2[CH:32]=[C:31]([C:33]([F:35])([F:36])[F:34])[CH:30]=[C:29]([O:37][CH3:38])[CH:28]=2)=[O:25])[C:7]2[CH:6]=[CH:5][C:4]([C:3]([OH:39])=[O:2])=[CH:9][CH:8]=2)[CH2:22][CH2:21][CH2:20][CH2:19][CH2:18]1. (4) Given the reactants [CH:1]1([CH2:5][O:6][C:7]2[CH:15]=[CH:14][CH:13]=[C:12]3[C:8]=2[CH:9]=[C:10]([C:16]([OH:18])=[O:17])[NH:11]3)[CH2:4][CH2:3][CH2:2]1.[CH3:19][O:20][C:21]1C(CCO)=CC=[CH:23][N:22]=1.C(OC(C1NC2C(C=1)=C(O)C=CC=2)=O)C, predict the reaction product. The product is: [CH3:19][O:20][C:21]1[C:4]([CH2:1][CH2:5][O:6][C:7]2[CH:15]=[CH:14][CH:13]=[C:12]3[C:8]=2[CH:9]=[C:10]([C:16]([OH:18])=[O:17])[NH:11]3)=[CH:3][CH:2]=[CH:23][N:22]=1. (5) Given the reactants C(OCC1C2C(=CN=C(C([NH:21][OH:22])=O)C=2)N(CC2C=CC(F)=CC=2F)C=1)C1C=CC=CC=1.ClC1C=CC(OCC2C3C=NC(C(OCC)=O)=CC=3N(CC)C=2)=CC=1.[Cl:57][C:58]1[CH:59]=[CH:60][C:61]([OH:81])=[C:62]([CH:80]=1)[CH2:63][C:64]1[C:68]2[CH:69]=[N:70][C:71]([C:73]([O:75]CC)=O)=[CH:72][C:67]=2[N:66]([CH2:78][CH3:79])[CH:65]=1, predict the reaction product. The product is: [Cl:57][C:58]1[CH:59]=[CH:60][C:61]([OH:81])=[C:62]([CH:80]=1)[CH2:63][C:64]1[C:68]2[CH:69]=[N:70][C:71]([C:73]([NH:21][OH:22])=[O:75])=[CH:72][C:67]=2[N:66]([CH2:78][CH3:79])[CH:65]=1. (6) Given the reactants [O:1]1[C:10]2[C:5](=[N:6][CH:7]=[CH:8][CH:9]=2)[O:4][C@@H:3]([C:11]2[CH:24]=[CH:23][C:14]([CH2:15][N:16]3[CH2:21][CH2:20][CH:19]([NH2:22])[CH2:18][CH2:17]3)=[CH:13][CH:12]=2)[CH2:2]1.[CH3:25][O:26][CH2:27][C:28](Cl)=[O:29], predict the reaction product. The product is: [O:1]1[C:10]2[C:5](=[N:6][CH:7]=[CH:8][CH:9]=2)[O:4][C@@H:3]([C:11]2[CH:12]=[CH:13][C:14]([CH2:15][N:16]3[CH2:17][CH2:18][CH:19]([NH:22][C:28](=[O:29])[CH2:27][O:26][CH3:25])[CH2:20][CH2:21]3)=[CH:23][CH:24]=2)[CH2:2]1. (7) The product is: [C:21]([S:20][C:16]1[N:15]=[C:14]([C:12]2[S:4][C:3]3[CH:5]=[CH:6][CH:7]=[CH:8][C:2]=3[C:1](=[O:10])[N:13]=2)[CH:19]=[CH:18][CH:17]=1)([CH3:24])([CH3:22])[CH3:23]. Given the reactants [C:1]([O:10]C)(=O)[C:2]1[C:3](=[CH:5][CH:6]=[CH:7][CH:8]=1)[SH:4].[C:12]([C:14]1[CH:19]=[CH:18][CH:17]=[C:16]([S:20][C:21]([CH3:24])([CH3:23])[CH3:22])[N:15]=1)#[N:13].C(N(CC)CC)C, predict the reaction product. (8) Given the reactants [Br:1][C:2]1[CH:3]=[N:4][C:5](Cl)=[N:6][CH:7]=1.[NH:9]1[C:13]2[CH:14]=[CH:15][CH:16]=[CH:17][C:12]=2[N:11]=[CH:10]1.C(=O)([O-])[O-].[K+].[K+].O, predict the reaction product. The product is: [Br:1][C:2]1[CH:3]=[N:4][C:5]([N:9]2[C:13]3[CH:14]=[CH:15][CH:16]=[CH:17][C:12]=3[N:11]=[CH:10]2)=[N:6][CH:7]=1. (9) Given the reactants O[C:2]1[C:11]2[C:6](=[CH:7][CH:8]=[CH:9][CH:10]=2)[N:5]=[CH:4][CH:3]=1.P(Cl)(Cl)([Cl:14])=O, predict the reaction product. The product is: [Cl:14][C:2]1[C:11]2[C:6](=[CH:7][CH:8]=[CH:9][CH:10]=2)[N:5]=[CH:4][CH:3]=1. (10) Given the reactants C([O:3][C:4]([C:6]1[C:15](=[O:16])[N:14]2[C:9]([C:10]([CH3:37])=[C:11]([N:18]3[CH2:22][CH2:21][CH:20]([CH2:23][N:24]4[CH2:29][CH2:28][N:27]([C:30]([O:32][C:33]([CH3:36])([CH3:35])[CH3:34])=[O:31])[CH2:26][CH2:25]4)[CH2:19]3)[C:12]([F:17])=[CH:13]2)=[C:8]([CH:38]2[CH2:40][CH2:39]2)[CH:7]=1)=[O:5])C.O[Li].O, predict the reaction product. The product is: [C:33]([O:32][C:30]([N:27]1[CH2:26][CH2:25][N:24]([CH2:23][CH:20]2[CH2:21][CH2:22][N:18]([C:11]3[C:12]([F:17])=[CH:13][N:14]4[C:9]([C:10]=3[CH3:37])=[C:8]([CH:38]3[CH2:40][CH2:39]3)[CH:7]=[C:6]([C:4]([OH:5])=[O:3])[C:15]4=[O:16])[CH2:19]2)[CH2:29][CH2:28]1)=[O:31])([CH3:34])([CH3:35])[CH3:36].